This data is from Forward reaction prediction with 1.9M reactions from USPTO patents (1976-2016). The task is: Predict the product of the given reaction. (1) Given the reactants [CH2:1]([O:3][C:4]1[C:5]([N+:10]([O-:12])=[O:11])=[N:6][CH:7]=[CH:8][CH:9]=1)[CH3:2].Cl[CH:14]([CH3:20])[C:15]([O:17][CH2:18][CH3:19])=[O:16].[H-].[Na+].[CH3:23]OS(OC)(=O)=O.Cl, predict the reaction product. The product is: [CH2:18]([O:17][C:15](=[O:16])[C:14]([C:8]1[CH:7]=[N:6][C:5]([N+:10]([O-:12])=[O:11])=[C:4]([O:3][CH2:1][CH3:2])[CH:9]=1)([CH3:20])[CH3:23])[CH3:19]. (2) Given the reactants [Cl:1][C:2]1[C:10]2[C:5](=[CH:6][CH:7]=[CH:8][CH:9]=2)[NH:4][C:3]=1[C:11]([O:13]CC)=[O:12].O[Li].O.Cl, predict the reaction product. The product is: [Cl:1][C:2]1[C:10]2[C:5](=[CH:6][CH:7]=[CH:8][CH:9]=2)[NH:4][C:3]=1[C:11]([OH:13])=[O:12]. (3) Given the reactants [C:1]([C:3]1[C:8]([N:9]2[CH2:14][CH2:13][N:12]([C:15](=[O:22])[CH2:16][CH2:17][C:18]([O:20][CH3:21])=O)[C@H:11]([CH:23]([CH3:25])[CH3:24])[CH2:10]2)=[N:7][C:6]([CH:26]2[CH2:28][CH2:27]2)=[C:5]2[CH2:29][O:30][C:31]([CH3:34])([CH3:33])[CH2:32][C:4]=12)#[N:2].O.[NH2:36][NH2:37], predict the reaction product. The product is: [O:20]1[CH:21]=[N:37][N:36]=[C:18]1[CH2:17][CH2:16][C:15]([N:12]1[CH2:13][CH2:14][N:9]([C:8]2[N:7]=[C:6]([CH:26]3[CH2:28][CH2:27]3)[C:5]3[CH2:29][O:30][C:31]([CH3:33])([CH3:34])[CH2:32][C:4]=3[C:3]=2[C:1]#[N:2])[CH2:10][C@H:11]1[CH:23]([CH3:25])[CH3:24])=[O:22]. (4) Given the reactants [C:1]([O:9]CC)(=[O:8])[CH2:2][C:3](OCC)=O.[H-].[Na+].ClC[C:16]1[CH:17]=[N:18][O:19][C:20]=1[C:21]1[CH:26]=[CH:25][C:24]([C:27]([F:30])([F:29])[F:28])=[CH:23][CH:22]=1.Cl, predict the reaction product. The product is: [F:30][C:27]([F:28])([F:29])[C:24]1[CH:23]=[CH:22][C:21]([C:20]2[O:19][N:18]=[CH:17][C:16]=2[CH2:3][CH2:2][C:1]([OH:9])=[O:8])=[CH:26][CH:25]=1. (5) Given the reactants [CH3:1][C:2]1[CH:3]=[N:4][N:5]([CH2:9][C:10]([O:12][CH2:13][CH3:14])=[O:11])[C:6](=[O:8])[CH:7]=1.[CH3:15][Si](C)(C)N[Si](C)(C)C.[Li].CI, predict the reaction product. The product is: [CH3:1][C:2]1[CH:3]=[N:4][N:5]([CH:9]([CH3:15])[C:10]([O:12][CH2:13][CH3:14])=[O:11])[C:6](=[O:8])[CH:7]=1. (6) Given the reactants [N:1]1([CH2:6][C:7]2[CH:8]=[C:9]([CH:28]=[C:29]([Cl:31])[CH:30]=2)/[CH:10]=[CH:11]/[C:12]2[CH:17]=[CH:16][C:15]([N:18]3[CH2:23][CH2:22][N:21]([CH2:24][CH:25]4[CH2:27][CH2:26]4)[CH2:20][CH2:19]3)=[CH:14][CH:13]=2)[CH:5]=[CH:4][N:3]=[CH:2]1.BrC[C:34]1[CH:35]=[C:36](C=CC=1)[C:37]#[N:38].BrCC1CC1, predict the reaction product. The product is: [N:1]1([CH2:6][C:7]2[CH:8]=[C:9]([CH:28]=[C:29]([Cl:31])[CH:30]=2)/[CH:10]=[CH:11]/[C:12]2[CH:17]=[CH:16][C:15]([N:18]3[CH2:19][CH2:20][N:21]([CH2:24][C:25]4[CH:27]=[C:36]([CH:35]=[CH:34][CH:26]=4)[C:37]#[N:38])[CH2:22][CH2:23]3)=[CH:14][CH:13]=2)[CH:5]=[CH:4][N:3]=[CH:2]1. (7) Given the reactants [CH2:1]([O:8][C:9](Cl)=[O:10])[C:2]1[CH:7]=[CH:6][CH:5]=[CH:4][CH:3]=1.[CH3:12][O:13][C:14]([CH:16]1[CH:20]([C@@H:21]([CH3:31])[CH2:22][O:23][Si:24]([C:27]([CH3:30])([CH3:29])[CH3:28])([CH3:26])[CH3:25])[CH2:19][N:18](CC2C=CC=CC=2)[CH2:17]1)=[O:15].O.C(=O)(O)[O-].[Na+], predict the reaction product. The product is: [CH3:12][O:13][C:14]([CH:16]1[CH:20]([C@@H:21]([CH3:31])[CH2:22][O:23][Si:24]([C:27]([CH3:30])([CH3:29])[CH3:28])([CH3:25])[CH3:26])[CH2:19][N:18]([C:9]([O:8][CH2:1][C:2]2[CH:7]=[CH:6][CH:5]=[CH:4][CH:3]=2)=[O:10])[CH2:17]1)=[O:15].